From a dataset of Reaction yield outcomes from USPTO patents with 853,638 reactions. Predict the reaction yield, written as a fraction of the theoretical maximum amount of product (1.0 means a 100% yield; for example, 0.34 means a 34% yield). The reactants are [C:1]([C:4]1[C:9](=[O:10])[C:8]([O:11][CH3:12])=[CH:7][N:6]([C:13]2[CH:18]=[CH:17][CH:16]=[C:15]([C:19]([F:22])([F:21])[F:20])[CH:14]=2)[N:5]=1)(=[O:3])[CH3:2].CO[CH:25](OC)[N:26]([CH3:28])[CH3:27]. No catalyst specified. The product is [CH3:25][N:26]([CH3:28])[CH:27]=[CH:2][C:1]([C:4]1[C:9](=[O:10])[C:8]([O:11][CH3:12])=[CH:7][N:6]([C:13]2[CH:18]=[CH:17][CH:16]=[C:15]([C:19]([F:21])([F:22])[F:20])[CH:14]=2)[N:5]=1)=[O:3]. The yield is 0.890.